From a dataset of Reaction yield outcomes from USPTO patents with 853,638 reactions. Predict the reaction yield, written as a fraction of the theoretical maximum amount of product (1.0 means a 100% yield; for example, 0.34 means a 34% yield). (1) The reactants are Cl.[Cl:2][C:3]1[C:4]([F:29])=[C:5]([CH:26]=[CH:27][CH:28]=1)[NH:6][C:7]1[C:16]2[C:11](=[CH:12][C:13]([O:24][CH3:25])=[C:14]([O:17][CH2:18][C@@H:19]3[CH2:23][CH2:22][CH2:21][NH:20]3)[CH:15]=2)[N:10]=[CH:9][N:8]=1.C(N(C(C)C)CC)(C)C.[Cl:39][CH2:40][C:41](Cl)=[O:42]. The catalyst is C(Cl)Cl. The product is [Cl:2][C:3]1[C:4]([F:29])=[C:5]([CH:26]=[CH:27][CH:28]=1)[NH:6][C:7]1[C:16]2[C:11](=[CH:12][C:13]([O:24][CH3:25])=[C:14]([O:17][CH2:18][C@@H:19]3[CH2:23][CH2:22][CH2:21][N:20]3[C:41](=[O:42])[CH2:40][Cl:39])[CH:15]=2)[N:10]=[CH:9][N:8]=1. The yield is 0.949. (2) The reactants are [F:1][C:2]1[CH:7]=[CH:6][C:5]([C:8]2[C:12]([CH2:13][O:14][C:15]3[CH:16]=[C:17]([C:21]([OH:23])=O)[N:18]([CH3:20])[N:19]=3)=[C:11]([CH3:24])[O:10][N:9]=2)=[CH:4][CH:3]=1.[NH2:25][CH:26]1[CH2:30][CH2:29][O:28][CH2:27]1. No catalyst specified. The product is [O:28]1[CH2:29][CH2:30][CH:26]([NH:25][C:21]([C:17]2[N:18]([CH3:20])[N:19]=[C:15]([O:14][CH2:13][C:12]3[C:8]([C:5]4[CH:4]=[CH:3][C:2]([F:1])=[CH:7][CH:6]=4)=[N:9][O:10][C:11]=3[CH3:24])[CH:16]=2)=[O:23])[CH2:27]1. The yield is 0.690. (3) The reactants are Br[C:2]1[CH:12]=[N:11][C:5]2[NH:6][CH2:7][CH2:8][CH2:9][O:10][C:4]=2[CH:3]=1.[C:13]([O:17][CH2:18][CH3:19])(=[O:16])[CH:14]=[CH2:15].C(N(C(C)C)CC)(C)C.CC1C=CC=CC=1P(C1C=CC=CC=1C)C1C=CC=CC=1C. The catalyst is C(#N)CC.CC([O-])=O.CC([O-])=O.[Pd+2]. The product is [CH2:18]([O:17][C:13](=[O:16])[C:14]([C:2]1[CH:12]=[N:11][C:5]2[NH:6][CH2:7][CH2:8][CH2:9][O:10][C:4]=2[CH:3]=1)=[CH2:15])[CH3:19]. The yield is 0.630. (4) The reactants are [Cl:1][C:2]1[CH:7]=[CH:6][C:5]([C:8]2[N:12]=[C:11]([C:13](OCC)=[O:14])[S:10][N:9]=2)=[C:4]([O:18][CH3:19])[CH:3]=1.[BH4-].[Na+]. The catalyst is CCO. The product is [Cl:1][C:2]1[CH:7]=[CH:6][C:5]([C:8]2[N:12]=[C:11]([CH2:13][OH:14])[S:10][N:9]=2)=[C:4]([O:18][CH3:19])[CH:3]=1. The yield is 0.920. (5) The reactants are [F:1][C:2]([F:22])([F:21])[CH:3]([C:5]1[CH:10]=[CH:9][C:8]([O:11][C:12]2[CH:17]=[CH:16][CH:15]=[C:14]([F:18])[N:13]=2)=[C:7]([O:19]C)[CH:6]=1)[OH:4].B(Br)(Br)Br. The yield is 0.840. The product is [F:18][C:14]1[N:13]=[C:12]([O:11][C:8]2[CH:9]=[CH:10][C:5]([CH:3]([OH:4])[C:2]([F:21])([F:22])[F:1])=[CH:6][C:7]=2[OH:19])[CH:17]=[CH:16][CH:15]=1. No catalyst specified.